This data is from Full USPTO retrosynthesis dataset with 1.9M reactions from patents (1976-2016). The task is: Predict the reactants needed to synthesize the given product. (1) Given the product [CH3:12][CH2:11][O:10][C:9]1[CH:8]=[CH:7][C:6]([C:13]2[S:14][CH:15]=[C:16]([C:18]3[CH:19]=[CH:20][CH:21]=[C:22]([C:24]([OH:26])=[O:25])[N:23]=3)[N:17]=2)=[CH:5][C:4]=1[O:3][CH2:1][CH3:2], predict the reactants needed to synthesize it. The reactants are: [CH2:1]([O:3][C:4]1[CH:5]=[C:6]([C:13]2[S:14][CH:15]=[C:16]([C:18]3[N:23]=[C:22]([C:24]([O:26]C)=[O:25])[CH:21]=[CH:20][CH:19]=3)[N:17]=2)[CH:7]=[CH:8][C:9]=1[O:10][CH2:11][CH3:12])[CH3:2].[OH-].[Na+].C(O)C.Cl. (2) Given the product [CH3:25][O:26][C:27]1[CH:34]=[CH:33][C:30]([CH2:31][N:6]2[N:5]=[N:4][C:8]([CH2:9][C@H:10]3[CH2:15][CH2:14][C@H:13]([O:16][C:17](=[O:24])[C:18]4[CH:19]=[CH:20][CH:21]=[CH:22][CH:23]=4)[CH2:12][CH2:11]3)=[N:7]2)=[CH:29][CH:28]=1, predict the reactants needed to synthesize it. The reactants are: C(#N)C.[N:4]1[NH:5][N:6]=[N:7][C:8]=1[CH2:9][C@H:10]1[CH2:15][CH2:14][C@H:13]([O:16][C:17](=[O:24])[C:18]2[CH:23]=[CH:22][CH:21]=[CH:20][CH:19]=2)[CH2:12][CH2:11]1.[CH3:25][O:26][C:27]1[CH:34]=[CH:33][C:30]([CH2:31]Cl)=[CH:29][CH:28]=1. (3) Given the product [CH3:1][O:2][C:3]([C:5]1[CH:6]=[C:7]2[C:12](=[C:13]([CH3:15])[CH:14]=1)[NH:11][CH:10]([C:16]1[CH:21]=[CH:20][CH:19]=[C:18]([N:25]3[CH2:30][CH2:29][O:28][CH2:27][CH2:26]3)[CH:17]=1)[CH2:9][C:8]2([CH3:24])[CH3:23])=[O:4], predict the reactants needed to synthesize it. The reactants are: [CH3:1][O:2][C:3]([C:5]1[CH:6]=[C:7]2[C:12](=[C:13]([CH3:15])[CH:14]=1)[NH:11][CH:10]([C:16]1[CH:21]=[CH:20][CH:19]=[C:18](Br)[CH:17]=1)[CH2:9][C:8]2([CH3:24])[CH3:23])=[O:4].[NH:25]1[CH2:30][CH2:29][O:28][CH2:27][CH2:26]1.Cl.CN(C)CC(O)=O.C(=O)([O-])[O-].[K+].[K+]. (4) The reactants are: [OH:1][C:2]1[CH:14]=[CH:13][C:5]2[C:6]([C:9]([F:12])([F:11])[F:10])=[N:7][O:8][C:4]=2[C:3]=1[CH2:15][CH2:16][CH3:17].[Si:18]([O:25][CH2:26][CH:27]1[CH2:32][CH2:31][CH2:30][CH2:29][CH:28]1O)([C:21]([CH3:24])([CH3:23])[CH3:22])([CH3:20])[CH3:19].C1(P(C2C=CC=CC=2)C2C=CC=CC=2)C=CC=CC=1.CC(OC(/N=N/C(OC(C)C)=O)=O)C. Given the product [Si:18]([O:25][CH2:26][C@H:27]1[CH2:28][CH2:29][CH2:30][CH2:31][C@H:32]1[O:1][C:2]1[CH:14]=[CH:13][C:5]2[C:6]([C:9]([F:12])([F:11])[F:10])=[N:7][O:8][C:4]=2[C:3]=1[CH2:15][CH2:16][CH3:17])([C:21]([CH3:24])([CH3:23])[CH3:22])([CH3:20])[CH3:19], predict the reactants needed to synthesize it. (5) Given the product [Cl:4][C:5]1[CH:10]=[CH:9][C:8]([NH2:11])=[CH:7][C:6]=1[C:14]1[CH:15]=[N:16][CH:17]=[CH:18][CH:19]=1, predict the reactants needed to synthesize it. The reactants are: [Sn](Cl)Cl.[Cl:4][C:5]1[CH:10]=[CH:9][C:8]([N+:11]([O-])=O)=[CH:7][C:6]=1[C:14]1[CH:15]=[N:16][CH:17]=[CH:18][CH:19]=1. (6) Given the product [NH2:19][C:17]1[N:16]=[CH:15][N:14]=[C:13]2[N:12]([C@H:35]3[CH2:31][CH2:32][N:33]([C:36]([O:38][C:39]([CH3:42])([CH3:41])[CH3:40])=[O:37])[CH2:34]3)[N:11]=[C:10]([C:7]3[CH:6]=[CH:5][C:4]([N+:1]([O-:3])=[O:2])=[CH:9][CH:8]=3)[C:18]=12, predict the reactants needed to synthesize it. The reactants are: [N+:1]([C:4]1[CH:9]=[CH:8][C:7]([C:10]2[C:18]3[C:13](=[N:14][CH:15]=[N:16][C:17]=3[NH2:19])[NH:12][N:11]=2)=[CH:6][CH:5]=1)([O-:3])=[O:2].C([O-])([O-])=O.[K+].[K+].CS(O[C@@H:31]1[CH2:35][CH2:34][N:33]([C:36]([O:38][C:39]([CH3:42])([CH3:41])[CH3:40])=[O:37])[CH2:32]1)(=O)=O. (7) Given the product [C:47]1([C:22]([C:16]2[CH:17]=[CH:18][CH:19]=[CH:20][CH:21]=2)([C:41]2[CH:42]=[CH:43][CH:44]=[CH:45][CH:46]=2)[N:23]2[CH:27]=[C:26]([C:2]3[CH:7]=[CH:6][C:5]([C:8]45[CH2:15][N:12]([CH2:13][CH2:14]4)[CH2:11][CH:10]=[CH:9]5)=[CH:4][N:3]=3)[N:25]=[CH:24]2)[CH:52]=[CH:51][CH:50]=[CH:49][CH:48]=1, predict the reactants needed to synthesize it. The reactants are: Br[C:2]1[CH:7]=[CH:6][C:5]([C:8]23[CH2:15][N:12]([CH2:13][CH2:14]2)[CH2:11][CH:10]=[CH:9]3)=[CH:4][N:3]=1.[C:16]1([C:22]([C:47]2[CH:52]=[CH:51][CH:50]=[CH:49][CH:48]=2)([C:41]2[CH:46]=[CH:45][CH:44]=[CH:43][CH:42]=2)[N:23]2[CH:27]=[C:26]([Sn](CCCC)(CCCC)CCCC)[N:25]=[CH:24]2)[CH:21]=[CH:20][CH:19]=[CH:18][CH:17]=1. (8) The reactants are: [F:1][C:2]1[CH:7]=[CH:6][CH:5]=[CH:4][C:3]=1[CH2:8][C:9]([OH:11])=O.C(Cl)(=O)C(Cl)=O.[Br:18][C:19]1[CH:24]=[CH:23][C:22]([O:25]C)=[CH:21][CH:20]=1.[Al+3].[Cl-].[Cl-].[Cl-]. Given the product [Br:18][C:19]1[CH:20]=[CH:21][C:22]([OH:25])=[C:23]([C:9](=[O:11])[CH2:8][C:3]2[CH:4]=[CH:5][CH:6]=[CH:7][C:2]=2[F:1])[CH:24]=1, predict the reactants needed to synthesize it.